Dataset: Full USPTO retrosynthesis dataset with 1.9M reactions from patents (1976-2016). Task: Predict the reactants needed to synthesize the given product. (1) The reactants are: [CH3:1][N:2]([CH3:37])[C@@H:3]1[CH2:7][CH2:6][N:5]([C:8]2[C:13]([N+:14]([O-])=O)=[CH:12][C:11]([NH:17][C:18]3[N:23]=[C:22]([C:24]4[C:32]5[C:27](=[CH:28][CH:29]=[CH:30][CH:31]=5)[N:26]([CH3:33])[CH:25]=4)[C:21]([CH3:34])=[CH:20][N:19]=3)=[C:10]([O:35][CH3:36])[CH:9]=2)[CH2:4]1.[NH4+].[Cl-].C(Cl)Cl.CO. Given the product [CH3:37][N:2]([CH3:1])[C@@H:3]1[CH2:7][CH2:6][N:5]([C:8]2[CH:9]=[C:10]([O:35][CH3:36])[C:11]([NH:17][C:18]3[N:23]=[C:22]([C:24]4[C:32]5[C:27](=[CH:28][CH:29]=[CH:30][CH:31]=5)[N:26]([CH3:33])[CH:25]=4)[C:21]([CH3:34])=[CH:20][N:19]=3)=[CH:12][C:13]=2[NH2:14])[CH2:4]1, predict the reactants needed to synthesize it. (2) Given the product [CH3:21][CH:22]1[CH2:26][CH2:25][CH2:24][CH:23]1[NH:27][C:17]([C@H:13]1[CH2:14][CH2:15][CH2:16][N:11]([S:8]([C:3]2[CH:4]=[CH:5][CH:6]=[CH:7][C:2]=2[Cl:1])(=[O:9])=[O:10])[CH2:12]1)=[O:19], predict the reactants needed to synthesize it. The reactants are: [Cl:1][C:2]1[CH:7]=[CH:6][CH:5]=[CH:4][C:3]=1[S:8]([N:11]1[CH2:16][CH2:15][CH2:14][C@@H:13]([C:17]([OH:19])=O)[CH2:12]1)(=[O:10])=[O:9].Cl.[CH3:21][CH:22]1[CH2:26][CH2:25][CH2:24][CH:23]1[NH2:27]. (3) Given the product [Cl:1][C:2]1[N:7]=[N:6][C:5]([O:8][CH3:9])=[C:4]([C:10](=[O:13])[CH2:11][CH3:12])[CH:3]=1, predict the reactants needed to synthesize it. The reactants are: [Cl:1][C:2]1[N:7]=[N:6][C:5]([O:8][CH3:9])=[C:4]([CH:10]([OH:13])[CH2:11][CH3:12])[CH:3]=1. (4) Given the product [C:27]1([C:5]2[C:6]([C:12]3[CH:26]=[CH:25][C:15]([CH2:16][NH:17][C:18](=[O:24])[O:19][C:20]([CH3:21])([CH3:22])[CH3:23])=[CH:14][CH:13]=3)=[N:7][C:8]3[C:3]([CH:4]=2)=[C:2]([C:33]2[CH:38]=[CH:37][CH:36]=[CH:35][CH:34]=2)[N:11]=[CH:10][CH:9]=3)[CH:32]=[CH:31][CH:30]=[CH:29][CH:28]=1, predict the reactants needed to synthesize it. The reactants are: Cl[C:2]1[N:11]=[CH:10][CH:9]=[C:8]2[C:3]=1[CH:4]=[C:5]([C:27]1[CH:32]=[CH:31][CH:30]=[CH:29][CH:28]=1)[C:6]([C:12]1[CH:26]=[CH:25][C:15]([CH2:16][NH:17][C:18](=[O:24])[O:19][C:20]([CH3:23])([CH3:22])[CH3:21])=[CH:14][CH:13]=1)=[N:7]2.[C:33]1(B(O)O)[CH:38]=[CH:37][CH:36]=[CH:35][CH:34]=1.C(=O)([O-])[O-].[Cs+].[Cs+].